From a dataset of Full USPTO retrosynthesis dataset with 1.9M reactions from patents (1976-2016). Predict the reactants needed to synthesize the given product. (1) Given the product [CH3:22][C:23]1[CH:24]=[CH:25][C:26]2=[C:2]3[C:3](=[C:20]([NH2:21])[N:29]=[C:27]2[CH:28]=1)[N:4]=[CH:5][C:6]([CH2:8][CH2:9][C:10]1[CH:15]=[CH:14][C:13]([O:16][CH2:17][CH2:18][CH3:19])=[CH:12][CH:11]=1)=[CH:7]3, predict the reactants needed to synthesize it. The reactants are: Cl[C:2]1[C:3]([C:20]#[N:21])=[N:4][CH:5]=[C:6]([CH2:8][CH2:9][C:10]2[CH:15]=[CH:14][C:13]([O:16][CH2:17][CH2:18][CH3:19])=[CH:12][CH:11]=2)[CH:7]=1.[CH3:22][C:23]1[CH:24]=[CH:25][C:26](B2OC(C)(C)C(C)(C)O2)=[C:27]([NH:29]C(=O)OC(C)(C)C)[CH:28]=1.C(=O)([O-])[O-].[Na+].[Na+]. (2) The reactants are: C([O:5][C:6](=[O:40])[CH2:7][C@H:8]([NH:20][C:21](=[O:39])[C@@H:22]([NH:28][C:29](=[O:38])[C:30]1[CH:35]=[CH:34][CH:33]=[C:32]([O:36][CH3:37])[CH:31]=1)[CH2:23][C:24]([CH3:27])([CH3:26])[CH3:25])[CH2:9][N:10]1[C:18]2[C:13](=[CH:14][C:15]([F:19])=[CH:16][CH:17]=2)[CH2:12][CH2:11]1)(C)(C)C. Given the product [F:19][C:15]1[CH:14]=[C:13]2[C:18](=[CH:17][CH:16]=1)[N:10]([CH2:9][C@@H:8]([NH:20][C:21](=[O:39])[C@@H:22]([NH:28][C:29](=[O:38])[C:30]1[CH:35]=[CH:34][CH:33]=[C:32]([O:36][CH3:37])[CH:31]=1)[CH2:23][C:24]([CH3:27])([CH3:26])[CH3:25])[CH2:7][C:6]([OH:40])=[O:5])[CH2:11][CH2:12]2, predict the reactants needed to synthesize it. (3) Given the product [Cl:5][C:6]1[CH:7]=[C:8]([CH:12]=[CH:13][C:14]=1[Cl:15])[C:9]([O:16][CH2:2][Cl:4])=[O:10], predict the reactants needed to synthesize it. The reactants are: Cl[CH:2]([Cl:4])C.[Cl:5][C:6]1[CH:7]=[C:8]([CH:12]=[CH:13][C:14]=1[Cl:15])[C:9](Cl)=[O:10].[O:16]1CCCOO1. (4) Given the product [OH:23][P:18]([OH:20])([C:15]([F:17])([F:16])[CH2:14][C@H:13]1[O:12][C@@H:11]([N:26]2[CH:30]=[N:29][C:28]([C:31]([NH2:33])=[O:32])=[N:27]2)[C@H:10]([OH:34])[C@@H:9]1[OH:8])=[O:19], predict the reactants needed to synthesize it. The reactants are: C([O:8][C@@H:9]1[C@@H:13]([CH2:14][C:15]([P:18]([O:23]CC)([O:20]CC)=[O:19])([F:17])[F:16])[O:12][C@@H:11]([N:26]2[CH:30]=[N:29][C:28]([C:31]([NH2:33])=[O:32])=[N:27]2)[C@@H:10]1[OH:34])C1C=CC=CC=1.B(Cl)(Cl)Cl.CO.Br[Si](C)(C)C. (5) Given the product [C:10]([O:14][C:15]([NH:17][CH:18]([CH2:19][C:20]1[CH:21]=[CH:22][CH:23]=[CH:24][CH:25]=1)[C:26]([NH:45][CH2:44][C:43]([O:42][CH3:41])=[O:46])=[O:28])=[O:16])([CH3:11])([CH3:12])[CH3:13], predict the reactants needed to synthesize it. The reactants are: C(N(C(C)C)C(C)C)C.[C:10]([O:14][C:15]([NH:17][C@H:18]([C:26]([OH:28])=O)[CH2:19][C:20]1[CH:25]=[CH:24][CH:23]=[CH:22][CH:21]=1)=[O:16])([CH3:13])([CH3:12])[CH3:11].C(N=C=NCCCN(C)C)C.Cl.[CH3:41][O:42][C:43](=[O:46])[CH2:44][NH2:45]. (6) Given the product [O:44]1[CH2:35][CH2:34][O:40][CH:36]1[CH:20]([OH:21])[C:19]1[C:6]2[N:5]=[C:4]([CH:1]3[CH2:2][CH2:3]3)[N:8]([C:9]([O:11][C:12]([CH3:15])([CH3:14])[CH3:13])=[O:10])[C:7]=2[CH:16]=[C:17]([C:22]2[C:23]([CH3:28])=[N:24][O:25][C:26]=2[CH3:27])[CH:18]=1, predict the reactants needed to synthesize it. The reactants are: [CH:1]1([C:4]2[N:8]([C:9]([O:11][C:12]([CH3:15])([CH3:14])[CH3:13])=[O:10])[C:7]3[CH:16]=[C:17]([C:22]4[C:23]([CH3:28])=[N:24][O:25][C:26]=4[CH3:27])[CH:18]=[C:19]([CH:20]=[O:21])[C:6]=3[N:5]=2)[CH2:3][CH2:2]1.C(B([CH2:34][CH3:35])CC)C.[C:36]([O:40]O)(C)(C)C.[NH4+].[OH-].[OH:44]S(O)(=O)=O.O.